From a dataset of Forward reaction prediction with 1.9M reactions from USPTO patents (1976-2016). Predict the product of the given reaction. Given the reactants [CH3:1][O:2][C:3]1[C:10]([O:11][CH3:12])=[CH:9][CH:8]=[CH:7][C:4]=1[CH2:5][NH2:6].[N:13]1[CH:18]=[CH:17][CH:16]=[CH:15][C:14]=1[CH2:19][CH2:20][NH2:21], predict the reaction product. The product is: [CH3:1][O:2][C:3]1[C:10]([O:11][CH3:12])=[CH:9][CH:8]=[CH:7][C:4]=1[CH2:5][NH:6][C:10](=[O:11])[C:3]([NH:21][CH2:20][CH2:19][C:14]1[CH:15]=[CH:16][CH:17]=[CH:18][N:13]=1)=[O:2].